Predict the reaction yield, written as a fraction of the theoretical maximum amount of product (1.0 means a 100% yield; for example, 0.34 means a 34% yield). From a dataset of Reaction yield outcomes from USPTO patents with 853,638 reactions. (1) The reactants are [CH2:1]([C:5]1([Li])[C:9]([CH3:10])=[C:8]([CH3:11])[C:7]([CH3:12])=[C:6]1[CH3:13])[CH:2]([CH3:4])[CH3:3].[Cl-:15].[Cl-].[Cl-].[Cl-].[Zr+4:19]. The catalyst is C1(C)C(C)=CC=CC=1. The product is [Cl-:15].[Cl-:15].[CH2:1]([C:5]1([Zr+2:19][C:5]2([CH2:1][CH:2]([CH3:4])[CH3:3])[C:9]([CH3:10])=[C:8]([CH3:11])[C:7]([CH3:12])=[C:6]2[CH3:13])[C:9]([CH3:10])=[C:8]([CH3:11])[C:7]([CH3:12])=[C:6]1[CH3:13])[CH:2]([CH3:4])[CH3:3]. The yield is 0.440. (2) The reactants are CC([N:5]([C@H:9]1[CH2:15][CH2:14][CH2:13][CH2:12][N:11]([CH3:16])[C:10]1=[O:17])C(=O)[O-])(C)C.Cl. The catalyst is O1CCOCC1. The product is [NH2:5][C@H:9]1[CH2:15][CH2:14][CH2:13][CH2:12][N:11]([CH3:16])[C:10]1=[O:17]. The yield is 1.00.